The task is: Predict the product of the given reaction.. This data is from Forward reaction prediction with 1.9M reactions from USPTO patents (1976-2016). (1) Given the reactants [Cl:1][C:2]1[CH:3]=[C:4]([C:9]2([C:13](=[O:26])[CH2:14][N:15]3C(=O)C4C(=CC=CC=4)C3=O)[CH2:12][CH2:11][CH2:10]2)[CH:5]=[CH:6][C:7]=1[Cl:8].NN.O, predict the reaction product. The product is: [NH2:15][CH2:14][C:13]([C:9]1([C:4]2[CH:5]=[CH:6][C:7]([Cl:8])=[C:2]([Cl:1])[CH:3]=2)[CH2:12][CH2:11][CH2:10]1)=[O:26]. (2) The product is: [NH2:1][C:2]1[N:13]=[CH:12][C:11]([C:24]2[CH:25]=[CH:26][CH:27]=[C:22]([S:19](=[O:20])(=[O:21])[NH:18][CH:15]3[CH2:16][CH2:17]3)[CH:23]=2)=[CH:10][C:3]=1[C:4]([N:6]([O:8][CH3:9])[CH3:7])=[O:5]. Given the reactants [NH2:1][C:2]1[N:13]=[CH:12][C:11](Br)=[CH:10][C:3]=1[C:4]([N:6]([O:8][CH3:9])[CH3:7])=[O:5].[CH:15]1([NH:18][S:19]([C:22]2[CH:27]=[CH:26][CH:25]=[C:24](B(O)O)[CH:23]=2)(=[O:21])=[O:20])[CH2:17][CH2:16]1.C(Cl)Cl.CC#N, predict the reaction product. (3) Given the reactants [C:1]12([CH2:11][O:12][C:13]3[C:18](Br)=[CH:17][N:16]4[CH:20]=[N:21][N:22]=[C:15]4[CH:14]=3)[CH2:10][CH:5]3[CH2:6][CH:7]([CH2:9][CH:3]([CH2:4]3)[CH2:2]1)[CH2:8]2.[CH:23]1(B(O)O)[CH2:25][CH2:24]1.[O-]P(OP(OP([O-])([O-])=O)([O-])=O)(=O)[O-].[K+].[K+].[K+].[K+].[K+], predict the reaction product. The product is: [C:1]12([CH2:11][O:12][C:13]3[C:18]([CH:23]4[CH2:25][CH2:24]4)=[CH:17][N:16]4[CH:20]=[N:21][N:22]=[C:15]4[CH:14]=3)[CH2:10][CH:5]3[CH2:6][CH:7]([CH2:9][CH:3]([CH2:4]3)[CH2:2]1)[CH2:8]2. (4) Given the reactants [C:1]([C:3]1[CH:4]=[N:5][N:6]2[C:11]([C:12]([F:15])([F:14])[F:13])=[CH:10][C:9]([C:16]3[CH:21]=[CH:20][C:19]([C:22]([F:25])([F:24])[F:23])=[CH:18][CH:17]=3)=[N:8][C:7]=12)#[CH:2].Br[C:27]1[CH:28]=[C:29]([S:33]([NH2:36])(=[O:35])=[O:34])[CH:30]=[N:31][CH:32]=1, predict the reaction product. The product is: [F:15][C:12]([F:14])([F:13])[C:11]1[N:6]2[N:5]=[CH:4][C:3]([C:1]#[C:2][C:27]3[CH:28]=[C:29]([S:33]([NH2:36])(=[O:35])=[O:34])[CH:30]=[N:31][CH:32]=3)=[C:7]2[N:8]=[C:9]([C:16]2[CH:21]=[CH:20][C:19]([C:22]([F:25])([F:24])[F:23])=[CH:18][CH:17]=2)[CH:10]=1.